This data is from Catalyst prediction with 721,799 reactions and 888 catalyst types from USPTO. The task is: Predict which catalyst facilitates the given reaction. (1) Reactant: [CH2:1]([O:3][C:4](=[O:20])[C:5]#[C:6][C:7]1[S:11][C:10]([NH:12]C(OC(C)(C)C)=O)=[N:9][CH:8]=1)[CH3:2].FC(F)(F)C(O)=O.C(=O)(O)[O-]. Product: [CH2:1]([O:3][C:4](=[O:20])[C:5]#[C:6][C:7]1[S:11][C:10]([NH2:12])=[N:9][CH:8]=1)[CH3:2]. The catalyst class is: 2. (2) Reactant: [C:1]([O:5][C:6]([N:8]1[CH2:12][C:11](=[CH:13][C:14]([O:16][CH3:17])=[O:15])[CH2:10][C@@H:9]1[C@H:18]1[O:22][C:21]([CH3:24])([CH3:23])[N:20]([C:25](=[O:27])[CH3:26])[C@H:19]1[CH2:28][C:29]1[CH:34]=[C:33]([F:35])[CH:32]=[C:31]([F:36])[CH:30]=1)=[O:7])([CH3:4])([CH3:3])[CH3:2].[H][H]. Product: [C:1]([O:5][C:6]([N:8]1[CH2:12][CH:11]([CH2:13][C:14]([O:16][CH3:17])=[O:15])[CH2:10][C@@H:9]1[C@H:18]1[O:22][C:21]([CH3:24])([CH3:23])[N:20]([C:25](=[O:27])[CH3:26])[C@H:19]1[CH2:28][C:29]1[CH:34]=[C:33]([F:35])[CH:32]=[C:31]([F:36])[CH:30]=1)=[O:7])([CH3:2])([CH3:3])[CH3:4]. The catalyst class is: 43. (3) Reactant: [F:1][C:2]1[CH:9]=[CH:8][C:5]([CH:6]=O)=[CH:4][C:3]=1[O:10][CH3:11].[N+:12]([CH3:15])([O-:14])=[O:13].[OH-].[Na+].Cl. Product: [F:1][C:2]1[CH:9]=[CH:8][C:5]([CH:6]=[CH:15][N+:12]([O-:14])=[O:13])=[CH:4][C:3]=1[O:10][CH3:11]. The catalyst class is: 5. (4) The catalyst class is: 291. Reactant: [Cl:1][C:2]1[N:10]=[C:9]([C:11](=[N:13][OH:14])[NH2:12])[N:8]=[C:7]2[C:3]=1[N:4]([CH2:15][C@H:16]1[CH2:21][CH2:20][C@H:19]([CH3:22])[CH2:18][CH2:17]1)[CH:5]=[N:6]2.[C:23](N1C=CN=C1)(N1C=CN=C1)=[O:24].C1CCN2C(=NCCC2)CC1. Product: [Cl:1][C:2]1[N:10]=[C:9]([C:11]2[NH:12][C:23](=[O:24])[O:14][N:13]=2)[N:8]=[C:7]2[C:3]=1[N:4]([CH2:15][C@H:16]1[CH2:21][CH2:20][C@H:19]([CH3:22])[CH2:18][CH2:17]1)[CH:5]=[N:6]2. (5) Reactant: [Br:1][C:2]1[CH:3]=[N:4][C:5]([N:8]2[C:16]3[C:11](=[CH:12][CH:13]=[C:14]([C:17]([OH:19])=O)[CH:15]=3)[C:10]3([CH2:21][CH2:20]3)[CH2:9]2)=[N:6][CH:7]=1.CN(C(ON1N=NC2C=CC=CC1=2)=[N+](C)C)C.[B-](F)(F)(F)F.[CH3:44][N:45]1CC[O:48][CH2:47][CH2:46]1.CNCCO. Product: [Br:1][C:2]1[CH:7]=[N:6][C:5]([N:8]2[C:16]3[C:11](=[CH:12][CH:13]=[C:14]([C:17]([N:45]([CH2:46][CH2:47][OH:48])[CH3:44])=[O:19])[CH:15]=3)[C:10]3([CH2:21][CH2:20]3)[CH2:9]2)=[N:4][CH:3]=1. The catalyst class is: 3.